Dataset: Catalyst prediction with 721,799 reactions and 888 catalyst types from USPTO. Task: Predict which catalyst facilitates the given reaction. (1) Reactant: [C:1]1(=[O:7])[O:6][C:4](=[O:5])[CH:3]=[CH:2]1.[O:8]1[CH:12]=[CH:11][CH:10]=[CH:9]1. Product: [CH:9]12[O:8][CH:12]([CH:11]=[CH:10]1)[CH:3]1[CH:2]2[C:1](=[O:7])[O:6][C:4]1=[O:5]. The catalyst class is: 10. (2) Reactant: [NH:1]1[C:5]2[N:6]=[CH:7][CH:8]=[C:9]([C:10]#N)[C:4]=2[CH:3]=[CH:2]1.CC(C[Al]CC(C)C)C.CC(C[AlH]CC(C)C)C.Cl.C([O-])(O)=[O:32].[Na+]. Product: [NH:1]1[C:5]2[N:6]=[CH:7][CH:8]=[C:9]([CH:10]=[O:32])[C:4]=2[CH:3]=[CH:2]1. The catalyst class is: 1. (3) The catalyst class is: 5. Product: [CH3:3][CH:4]([CH3:16])[CH:5]([OH:15])[CH2:6][CH2:7][NH:8][C:9]1[CH:14]=[CH:13][CH:12]=[CH:11][CH:10]=1. Reactant: [BH4-].[Na+].[CH3:3][CH:4]([CH3:16])[C:5](=[O:15])[CH2:6][CH2:7][NH:8][C:9]1[CH:14]=[CH:13][CH:12]=[CH:11][CH:10]=1. (4) Product: [C:1]([O:5][C:6](=[O:10])[CH:7]([C:8]#[N:9])[C:14](=[S:15])[NH:13][CH2:11][CH3:12])([CH3:4])([CH3:3])[CH3:2]. Reactant: [C:1]([O:5][C:6](=[O:10])[CH2:7][C:8]#[N:9])([CH3:4])([CH3:3])[CH3:2].[CH2:11]([N:13]=[C:14]=[S:15])[CH3:12]. The catalyst class is: 66. (5) Reactant: [Br:1][C:2]1[CH:3]=[C:4]2[C:9](=[CH:10][CH:11]=1)[N:8]=[C:7](Cl)[C:6]([CH2:13][CH:14]([CH3:16])[CH3:15])=[C:5]2[Cl:17].[CH3:18][O-:19].[Na+]. Product: [Br:1][C:2]1[CH:3]=[C:4]2[C:9](=[CH:10][CH:11]=1)[N:8]=[C:7]([O:19][CH3:18])[C:6]([CH2:13][CH:14]([CH3:16])[CH3:15])=[C:5]2[Cl:17]. The catalyst class is: 11. (6) Reactant: [Br:1][C:2]1[S:6][C:5]([S:7]([N:10]2[CH2:15][CH2:14][NH:13][C@@H:12]([CH2:16][CH:17]3[CH2:22][CH2:21][O:20][CH2:19][CH2:18]3)[CH2:11]2)(=[O:9])=[O:8])=[CH:4][CH:3]=1.Cl[C:24]1[N:29]=[CH:28][C:27]([C:30]([OH:39])([C:35]([F:38])([F:37])[F:36])[C:31]([F:34])([F:33])[F:32])=[CH:26][N:25]=1.C(=O)([O-])[O-].[K+].[K+]. Product: [Br:1][C:2]1[S:6][C:5]([S:7]([N:10]2[CH2:15][CH2:14][N:13]([C:24]3[N:25]=[CH:26][C:27]([C:30]([OH:39])([C:31]([F:32])([F:33])[F:34])[C:35]([F:37])([F:38])[F:36])=[CH:28][N:29]=3)[C@@H:12]([CH2:16][CH:17]3[CH2:22][CH2:21][O:20][CH2:19][CH2:18]3)[CH2:11]2)(=[O:8])=[O:9])=[CH:4][CH:3]=1. The catalyst class is: 303. (7) Reactant: [CH3:1][O:2][C:3]1[CH:4]=[C:5]2[C:10](=[CH:11][CH:12]=1)[CH:9]=[C:8]([CH2:13]O)[CH:7]=[CH:6]2.O=S(Cl)[Cl:17]. Product: [Cl:17][CH2:13][C:8]1[CH:7]=[CH:6][C:5]2[C:10](=[CH:11][CH:12]=[C:3]([O:2][CH3:1])[CH:4]=2)[CH:9]=1. The catalyst class is: 2. (8) Reactant: [OH:1][C:2]1[CH:7]=[CH:6][C:5]([C:8]([C:10]2[C:11]([C:16]([F:19])([F:18])[F:17])=[N:12][CH:13]=[CH:14][CH:15]=2)=[O:9])=[CH:4][C:3]=1[O:20][CH3:21].[N+:22]([O-])([OH:24])=[O:23]. Product: [OH:1][C:2]1[C:7]([N+:22]([O-:24])=[O:23])=[CH:6][C:5]([C:8]([C:10]2[C:11]([C:16]([F:17])([F:18])[F:19])=[N:12][CH:13]=[CH:14][CH:15]=2)=[O:9])=[CH:4][C:3]=1[O:20][CH3:21]. The catalyst class is: 15. (9) The catalyst class is: 259. Product: [CH3:19][O:18][S:15]([O-:20])(=[O:17])=[O:16].[OH:4][CH2:3][CH2:2][NH3+:1]. Reactant: [N:1](CCO)(CCO)[CH2:2][CH2:3][OH:4].C(O)(C)C.[S:15]([O:20]C)([O:18][CH3:19])(=[O:17])=[O:16].